This data is from Full USPTO retrosynthesis dataset with 1.9M reactions from patents (1976-2016). The task is: Predict the reactants needed to synthesize the given product. (1) Given the product [Si:9]([O:26][CH2:27][CH:28]1[CH2:33][CH2:32][C@@H:31]([O:34][S:2]([CH3:1])(=[O:4])=[O:3])[C@@H:30]([O:35][S:2]([CH3:1])(=[O:4])=[O:3])[CH2:29]1)([C:22]([CH3:25])([CH3:23])[CH3:24])([C:16]1[CH:21]=[CH:20][CH:19]=[CH:18][CH:17]=1)[C:10]1[CH:11]=[CH:12][CH:13]=[CH:14][CH:15]=1, predict the reactants needed to synthesize it. The reactants are: [CH3:1][S:2](Cl)(=[O:4])=[O:3].ClCCl.[Si:9]([O:26][CH2:27][CH:28]1[CH2:33][CH2:32][C@@H:31]([OH:34])[C@@H:30]([OH:35])[CH2:29]1)([C:22]([CH3:25])([CH3:24])[CH3:23])([C:16]1[CH:21]=[CH:20][CH:19]=[CH:18][CH:17]=1)[C:10]1[CH:15]=[CH:14][CH:13]=[CH:12][CH:11]=1.C(N(CC)CC)C. (2) Given the product [ClH:61].[OH:35][C@@H:36]([CH2:37][OH:38])[CH2:39][N:29]1[CH2:28][CH2:27][C:26]2[C:31](=[CH:32][CH:33]=[CH:34][C:25]=2[C:22]2[N:21]=[C:20]([C:17]3[CH:18]=[CH:19][C:12]([O:11][CH:9]([CH3:8])[CH3:10])=[C:13]([CH:16]=3)[C:14]#[N:15])[O:24][N:23]=2)[CH2:30]1, predict the reactants needed to synthesize it. The reactants are: FC(F)(F)C(O)=O.[CH3:8][CH:9]([O:11][C:12]1[CH:19]=[CH:18][C:17]([C:20]2[O:24][N:23]=[C:22]([C:25]3[CH:34]=[CH:33][CH:32]=[C:31]4[C:26]=3[CH2:27][CH2:28][NH:29][CH2:30]4)[N:21]=2)=[CH:16][C:13]=1[C:14]#[N:15])[CH3:10].[OH:35][C@@H:36]([CH2:39]O)[CH:37]=[O:38].C(O[BH-](OC(=O)C)OC(=O)C)(=O)C.[Na+].C(=O)([O-])O.[Na+].C(Cl)[Cl:61]. (3) Given the product [C:6]([C:5]1[CH:8]=[CH:9][C:2]([N:1]2[CH2:14][CH2:13][O:12][CH2:11][C:16]2=[O:15])=[CH:3][CH:4]=1)#[N:7], predict the reactants needed to synthesize it. The reactants are: [NH2:1][C:2]1[CH:9]=[CH:8][C:5]([C:6]#[N:7])=[CH:4][CH:3]=1.Cl[C:11]1(Cl)[CH2:16][O:15][CH2:14][CH2:13][O:12]1.